Dataset: Full USPTO retrosynthesis dataset with 1.9M reactions from patents (1976-2016). Task: Predict the reactants needed to synthesize the given product. (1) Given the product [CH3:1][N:2]([CH3:6])[CH2:3][CH2:4][O:5][C:10]1[CH:15]=[CH:14][C:13]([NH2:16])=[CH:12][C:11]=1[C:19]([F:20])([F:21])[F:22], predict the reactants needed to synthesize it. The reactants are: [CH3:1][N:2]([CH3:6])[CH2:3][CH2:4][OH:5].[H-].[Na+].F[C:10]1[CH:15]=[CH:14][C:13]([N+:16]([O-])=O)=[CH:12][C:11]=1[C:19]([F:22])([F:21])[F:20].[Cl-].[NH4+]. (2) Given the product [CH3:18][O:17][C:14]1[CH:15]=[CH:16][C:11]([C:9]([C:6]2[CH:7]=[CH:8][C:3]([CH2:2][P:19](=[O:26])([O:23][CH2:24][CH3:25])[O:20][CH2:21][CH3:22])=[CH:4][CH:5]=2)=[O:10])=[CH:12][CH:13]=1, predict the reactants needed to synthesize it. The reactants are: Br[CH2:2][C:3]1[CH:8]=[CH:7][C:6]([C:9]([C:11]2[CH:16]=[CH:15][C:14]([O:17][CH3:18])=[CH:13][CH:12]=2)=[O:10])=[CH:5][CH:4]=1.[P:19]([O:26]CC)([O:23][CH2:24][CH3:25])[O:20][CH2:21][CH3:22].